From a dataset of Human liver microsome stability data. Regression/Classification. Given a drug SMILES string, predict its absorption, distribution, metabolism, or excretion properties. Task type varies by dataset: regression for continuous measurements (e.g., permeability, clearance, half-life) or binary classification for categorical outcomes (e.g., BBB penetration, CYP inhibition). Dataset: hlm. (1) The compound is Cc1ccc(NS(=O)(=O)c2cc3c(cc2F)NC(=O)CC3)cc1C. The result is 1 (stable in human liver microsomes). (2) The drug is CNC(=O)[C@@H](NC(=O)c1coc(-c2ccc(CSc3nc(O)c4c(n3)CCC4)cc2)n1)C(C)C. The result is 1 (stable in human liver microsomes). (3) The compound is CS(=O)(=O)c1ccc(-c2cnc(N)c(-c3ccc(C(N)=O)cc3)c2)cc1. The result is 0 (unstable in human liver microsomes). (4) The drug is Cc1ccc(NC(=O)c2ccc(C(N)=O)cc2)cc1Nc1nccc(-c2cccnc2)n1. The result is 0 (unstable in human liver microsomes). (5) The compound is CCOC(=O)Nc1ccc2c(c1)sc1cc(S(=O)(=O)N[C@@H](C(=O)O)C(C)C)ccc12. The result is 0 (unstable in human liver microsomes).